Dataset: Acute oral toxicity (LD50) regression data from Zhu et al.. Task: Regression/Classification. Given a drug SMILES string, predict its toxicity properties. Task type varies by dataset: regression for continuous values (e.g., LD50, hERG inhibition percentage) or binary classification for toxic/non-toxic outcomes (e.g., AMES mutagenicity, cardiotoxicity, hepatotoxicity). Dataset: ld50_zhu. (1) The drug is CC(C)(C)c1ccc2c(c1)C(C)(C)CC2. The rat oral LD50 is 1.12, given as -log10 of the dose in mol/kg body weight (higher means more acutely toxic). (2) The drug is Nc1ccccc1SCc1ncon1. The rat oral LD50 is 3.42, given as -log10 of the dose in mol/kg body weight (higher means more acutely toxic). (3) The rat oral LD50 is 1.67, given as -log10 of the dose in mol/kg body weight (higher means more acutely toxic). The compound is CCCCOCCOCCOCCOCCOCCCC. (4) The molecule is CS(=O)C(C)(C)C(=O)O. The rat oral LD50 is 1.30, given as -log10 of the dose in mol/kg body weight (higher means more acutely toxic). (5) The drug is CCC(=O)OC1(c2ccccc2)CCN(C)C1C. The rat oral LD50 is 2.99, given as -log10 of the dose in mol/kg body weight (higher means more acutely toxic). (6) The compound is CCOP(=S)(OCC)SC(CCl)N1C(=O)c2ccccc2C1=O. The rat oral LD50 is 4.90, given as -log10 of the dose in mol/kg body weight (higher means more acutely toxic). (7) The drug is CN1CCC(=C2c3ccccc3Sc3ccccc32)CC1. The rat oral LD50 is 2.73, given as -log10 of the dose in mol/kg body weight (higher means more acutely toxic).